Dataset: Forward reaction prediction with 1.9M reactions from USPTO patents (1976-2016). Task: Predict the product of the given reaction. (1) Given the reactants [CH3:1][O:2][C:3]1[CH:8]=[CH:7][C:6]([C:9]([C:56]2[CH:61]=[CH:60][C:59]([O:62][CH3:63])=[CH:58][CH:57]=2)([C:50]2[CH:55]=[CH:54][CH:53]=[CH:52][CH:51]=2)[O:10][CH2:11][CH2:12][CH2:13][N:14]([C:32]2[CH:37]=[CH:36][C:35]([N:38]=[N:39][C:40]3[CH:45]=[CH:44][C:43]([N+:46]([O-:48])=[O:47])=[CH:42][C:41]=3[Cl:49])=[CH:34][CH:33]=2)[CH2:15][CH2:16][CH2:17][C:18](OC2C(F)=C(F)C(F)=C(F)C=2F)=[O:19])=[CH:5][CH:4]=1.C(N(CC)CC)C.[CH3:71][O:72][C:73]([CH:75]1[CH2:83][C:82]2[C:77](=[CH:78][CH:79]=[C:80]3[NH:86][CH:85]=[CH:84][C:81]3=2)[NH:76]1)=[O:74], predict the reaction product. The product is: [CH3:63][O:62][C:59]1[CH:60]=[CH:61][C:56]([C:9]([C:6]2[CH:7]=[CH:8][C:3]([O:2][CH3:1])=[CH:4][CH:5]=2)([C:50]2[CH:51]=[CH:52][CH:53]=[CH:54][CH:55]=2)[O:10][CH2:11][CH2:12][CH2:13][N:14]([C:32]2[CH:37]=[CH:36][C:35]([N:38]=[N:39][C:40]3[CH:45]=[CH:44][C:43]([N+:46]([O-:48])=[O:47])=[CH:42][C:41]=3[Cl:49])=[CH:34][CH:33]=2)[CH2:15][CH2:16][CH2:17][C:18]([N:86]2[C:80]3[C:81](=[C:82]4[C:77](=[CH:78][CH:79]=3)[NH:76][CH:75]([C:73]([O:72][CH3:71])=[O:74])[CH2:83]4)[CH:84]=[CH:85]2)=[O:19])=[CH:57][CH:58]=1. (2) Given the reactants Br[C:2]1[CH:15]=[CH:14][C:5]([O:6][C:7]2[CH:12]=[CH:11][CH:10]=[C:9]([F:13])[CH:8]=2)=[CH:4][CH:3]=1.[Li]CCCC.[B:21](OC(C)C)([O:26]C(C)C)[O:22]C(C)C, predict the reaction product. The product is: [F:13][C:9]1[CH:8]=[C:7]([CH:12]=[CH:11][CH:10]=1)[O:6][C:5]1[CH:14]=[CH:15][C:2]([B:21]([OH:26])[OH:22])=[CH:3][CH:4]=1. (3) Given the reactants [C:1]([O:5][C:6]([N:8]1[CH2:15][CH2:14][CH2:13][C@H:9]1[C:10]([OH:12])=[O:11])=[O:7])([CH3:4])([CH3:3])[CH3:2].[CH2:16](O)[CH3:17].Cl.CN(C)CCCN=C=NCC.C(OCC)(=O)C, predict the reaction product. The product is: [CH3:16][CH2:17][O:11][C:10]([C@@H:9]1[CH2:13][CH2:14][CH2:15][N:8]1[C:6]([O:5][C:1]([CH3:4])([CH3:2])[CH3:3])=[O:7])=[O:12]. (4) Given the reactants [F:1][C:2]1[CH:10]=[C:9]2[C:5]([C:6]([C:11]3[CH:12]=[CH:13][C:14]([NH2:17])=[N:15][CH:16]=3)=[CH:7][NH:8]2)=[CH:4][CH:3]=1.[C:18]([NH:25][CH2:26][C:27](O)=[O:28])([O:20][C:21]([CH3:24])([CH3:23])[CH3:22])=[O:19], predict the reaction product. The product is: [F:1][C:2]1[CH:10]=[C:9]2[C:5]([C:6]([C:11]3[CH:12]=[CH:13][C:14]([NH:17][C:27](=[O:28])[CH2:26][NH:25][C:18](=[O:19])[O:20][C:21]([CH3:22])([CH3:23])[CH3:24])=[N:15][CH:16]=3)=[CH:7][NH:8]2)=[CH:4][CH:3]=1.